From a dataset of Forward reaction prediction with 1.9M reactions from USPTO patents (1976-2016). Predict the product of the given reaction. Given the reactants C1C=C(C(N)=O)C=C2C=1C=C1C3C(=CC=CC=3)CN12.Br[C:21]1[NH:22][C:23]2[C:28]([C:29]=1[CH:30]1[CH2:35][CH2:34][CH2:33][CH2:32][CH2:31]1)=[CH:27][CH:26]=[C:25]([C:36]([NH:38][S:39](=[O:44])(=[O:43])[N:40]([CH3:42])[CH3:41])=[O:37])[CH:24]=2.[CH:45]([C:47]1[CH:52]=[C:51]([O:53][CH3:54])[CH:50]=[CH:49][C:48]=1B(O)O)=[O:46].[Li+].[Cl-].C([O-])([O-])=O.[Na+].[Na+].Cl, predict the reaction product. The product is: [CH:30]1([C:29]2[C:28]3[C:23](=[CH:24][C:25]([C:36]([NH:38][S:39](=[O:44])(=[O:43])[N:40]([CH3:42])[CH3:41])=[O:37])=[CH:26][CH:27]=3)[NH:22][C:21]=2[C:48]2[CH:49]=[CH:50][C:51]([O:53][CH3:54])=[CH:52][C:47]=2[CH:45]=[O:46])[CH2:35][CH2:34][CH2:33][CH2:32][CH2:31]1.